This data is from Reaction yield outcomes from USPTO patents with 853,638 reactions. The task is: Predict the reaction yield, written as a fraction of the theoretical maximum amount of product (1.0 means a 100% yield; for example, 0.34 means a 34% yield). (1) The reactants are [O:1]1[CH2:6][CH2:5][N:4]([CH2:7][C:8]2[CH:9]=[C:10]([CH:15]=[CH:16][CH:17]=2)[C:11]([O:13]C)=[O:12])[CH2:3][CH2:2]1.[Li+].[OH-]. The catalyst is CO.O. The product is [O:1]1[CH2:2][CH2:3][N:4]([CH2:7][C:8]2[CH:9]=[C:10]([CH:15]=[CH:16][CH:17]=2)[C:11]([OH:13])=[O:12])[CH2:5][CH2:6]1. The yield is 0.425. (2) The reactants are C(OC(Cl)=O)(C)C.C(N(CC)CC)C.[CH2:15]([O:22][C:23]([NH:25][CH2:26][CH2:27][CH2:28][CH2:29][C@H:30]([NH:34][C:35]([O:37][C:38]([CH3:41])([CH3:40])[CH3:39])=[O:36])[C:31](O)=[O:32])=[O:24])[C:16]1[CH:21]=[CH:20][CH:19]=[CH:18][CH:17]=1.[BH4-].[Na+]. The catalyst is C1(C)C=CC=CC=1.O1CCCC1.O. The product is [C:38]([O:37][C:35]([NH:34][C@H:30]([CH2:31][OH:32])[CH2:29][CH2:28][CH2:27][CH2:26][NH:25][C:23](=[O:24])[O:22][CH2:15][C:16]1[CH:17]=[CH:18][CH:19]=[CH:20][CH:21]=1)=[O:36])([CH3:41])([CH3:40])[CH3:39]. The yield is 0.680.